Dataset: Forward reaction prediction with 1.9M reactions from USPTO patents (1976-2016). Task: Predict the product of the given reaction. (1) Given the reactants Br[C:2]1[CH:3]=[C:4]([C:14]([NH:16][CH2:17][C:18]2[C:19](=[O:27])[NH:20][C:21]([CH3:26])=[CH:22][C:23]=2[CH2:24][CH3:25])=[O:15])[C:5]2[CH:6]=[N:7][N:8]([CH:11]([CH3:13])[CH3:12])[C:9]=2[CH:10]=1.[Na].[CH3:29][S:30]([OH:32])=[O:31], predict the reaction product. The product is: [CH2:24]([C:23]1[CH:22]=[C:21]([CH3:26])[NH:20][C:19](=[O:27])[C:18]=1[CH2:17][NH:16][C:14]([C:4]1[C:5]2[CH:6]=[N:7][N:8]([CH:11]([CH3:13])[CH3:12])[C:9]=2[CH:10]=[C:2]([S:30]([CH3:29])(=[O:32])=[O:31])[CH:3]=1)=[O:15])[CH3:25]. (2) Given the reactants [CH:1]([N:4]1[CH2:9][CH2:8][N:7]([C:10]2[CH:15]=[CH:14][C:13]([N+:16]([O-])=O)=[CH:12][CH:11]=2)[C:6](=[O:19])[CH2:5]1)([CH3:3])[CH3:2].[H][H].C(OCC)C.CCCCCC, predict the reaction product. The product is: [NH2:16][C:13]1[CH:12]=[CH:11][C:10]([N:7]2[CH2:8][CH2:9][N:4]([CH:1]([CH3:2])[CH3:3])[CH2:5][C:6]2=[O:19])=[CH:15][CH:14]=1.